Dataset: Full USPTO retrosynthesis dataset with 1.9M reactions from patents (1976-2016). Task: Predict the reactants needed to synthesize the given product. (1) Given the product [C:1]1([N:7]2[C:8]3([CH2:13][CH2:12][CH2:11][CH2:10][CH2:9]3)[CH2:14][N:15]([CH2:16][C:17]([O:19][CH2:20][CH3:21])=[O:18])[CH2:22]2)[CH:6]=[CH:5][CH:4]=[CH:3][CH:2]=1, predict the reactants needed to synthesize it. The reactants are: [C:1]1([NH:7][C:8]2([CH2:14][NH:15][CH2:16][C:17]([O:19][CH2:20][CH3:21])=[O:18])[CH2:13][CH2:12][CH2:11][CH2:10][CH2:9]2)[CH:6]=[CH:5][CH:4]=[CH:3][CH:2]=1.[CH2:22]=O. (2) Given the product [F:1][C:2]1[CH:7]=[CH:6][C:5]([CH2:8][CH2:9][C:10]([O:12][CH3:13])=[O:11])=[C:4]([OH:14])[CH:3]=1, predict the reactants needed to synthesize it. The reactants are: [F:1][C:2]1[CH:7]=[CH:6][C:5](/[CH:8]=[CH:9]/[C:10]([O:12][CH3:13])=[O:11])=[C:4]([OH:14])[CH:3]=1. (3) Given the product [CH2:1]1[C:10]2[C:5](=[C:6]([CH2:11][OH:12])[CH:7]=[CH:8][CH:9]=2)[CH2:4][CH2:3][C:2]21[O:13][CH2:14][CH2:15][O:16]2, predict the reactants needed to synthesize it. The reactants are: [CH2:1]1[C:10]2[CH:9]=[CH:8][CH:7]=[C:6]([CH:11]=[O:12])[C:5]=2[CH2:4][CH2:3][C:2]21[O:16][CH2:15][CH2:14][O:13]2.[BH4-].[Na+]. (4) Given the product [C:5]1([C:11]2([C:18]3[CH:27]=[C:26]([O:28][CH2:29][C:30]4[CH:39]=[CH:38][C:37]5[C:32](=[CH:33][CH:34]=[CH:35][CH:36]=5)[N:31]=4)[CH:25]=[CH:24][C:19]=3[C:20]3[O:21][C:1](=[O:2])[NH:23][N:22]=3)[CH2:16][CH:15]3[CH2:17][CH:12]2[CH2:13][CH2:14]3)[CH:10]=[CH:9][CH:8]=[CH:7][CH:6]=1, predict the reactants needed to synthesize it. The reactants are: [C:1](Cl)(Cl)=[O:2].[C:5]1([C:11]2([C:18]3[CH:27]=[C:26]([O:28][CH2:29][C:30]4[CH:39]=[CH:38][C:37]5[C:32](=[CH:33][CH:34]=[CH:35][CH:36]=5)[N:31]=4)[CH:25]=[CH:24][C:19]=3[C:20]([NH:22][NH2:23])=[O:21])[CH2:16][CH:15]3[CH2:17][CH:12]2[CH2:13][CH2:14]3)[CH:10]=[CH:9][CH:8]=[CH:7][CH:6]=1.C(=O)(O)[O-].[Na+]. (5) Given the product [C:1]([C:5]1[N:10]=[C:9]2[N:11]([CH2:14][C:15]3[CH:20]=[CH:19][C:18]([O:21][CH3:22])=[CH:17][CH:16]=3)[N:12]=[CH:13][C:8]2=[C:7]([N:24]2[CH2:28][CH2:27][C@H:26]([OH:29])[CH2:25]2)[N:6]=1)([CH3:4])([CH3:3])[CH3:2], predict the reactants needed to synthesize it. The reactants are: [C:1]([C:5]1[N:10]=[C:9]2[N:11]([CH2:14][C:15]3[CH:20]=[CH:19][C:18]([O:21][CH3:22])=[CH:17][CH:16]=3)[N:12]=[CH:13][C:8]2=[C:7](Cl)[N:6]=1)([CH3:4])([CH3:3])[CH3:2].[NH:24]1[CH2:28][CH2:27][C@H:26]([OH:29])[CH2:25]1.